From a dataset of Peptide-MHC class II binding affinity with 134,281 pairs from IEDB. Regression. Given a peptide amino acid sequence and an MHC pseudo amino acid sequence, predict their binding affinity value. This is MHC class II binding data. (1) The binding affinity (normalized) is 0.528. The MHC is DRB1_1302 with pseudo-sequence DRB1_1302. The peptide sequence is SQDLELSWNLNGLEAY. (2) The peptide sequence is EKKYFAATQFEPDAA. The MHC is DRB1_1602 with pseudo-sequence DRB1_1602. The binding affinity (normalized) is 0.172. (3) The peptide sequence is DKKCIEWEKAQHGAC. The MHC is DRB1_1201 with pseudo-sequence DRB1_1201. The binding affinity (normalized) is 0.250. (4) The peptide sequence is AARLLSIRAMSTKFS. The MHC is DRB1_1201 with pseudo-sequence DRB1_1201. The binding affinity (normalized) is 0.508. (5) The peptide sequence is IIVGRGDSRLTYQWH. The MHC is HLA-DQA10201-DQB10301 with pseudo-sequence HLA-DQA10201-DQB10301. The binding affinity (normalized) is 0.601.